From a dataset of Forward reaction prediction with 1.9M reactions from USPTO patents (1976-2016). Predict the product of the given reaction. Given the reactants [IH:1].[Cl:2][C:3]1[C:4](N)=[C:5]2[C:10](=[CH:11][CH:12]=1)[O:9][CH:8]([C:13]([F:16])([F:15])[F:14])[C:7]([C:17]([O:19][CH2:20][CH3:21])=[O:18])=[CH:6]2.N([O-])=O.[K+].C(=O)([O-])[O-].[K+].[K+], predict the reaction product. The product is: [Cl:2][C:3]1[C:4]([I:1])=[C:5]2[C:10](=[CH:11][CH:12]=1)[O:9][CH:8]([C:13]([F:16])([F:15])[F:14])[C:7]([C:17]([O:19][CH2:20][CH3:21])=[O:18])=[CH:6]2.